Task: Predict which catalyst facilitates the given reaction.. Dataset: Catalyst prediction with 721,799 reactions and 888 catalyst types from USPTO (1) Reactant: [CH3:1][O:2][C:3]1[CH:4]=[C:5]2[C:9](=[CH:10][CH:11]=1)[C:8](=[O:12])[CH2:7][CH2:6]2.Cl.C([O:18][N:19]=O)CCC. Product: [CH3:1][O:2][C:3]1[CH:4]=[C:5]2[C:9](=[CH:10][CH:11]=1)[C:8](=[O:12])[C:7](=[N:19][OH:18])[CH2:6]2. The catalyst class is: 5. (2) Reactant: [F:1][C:2]1[CH:9]=[C:8](/[CH:10]=[C:11](/[C:16]2[S:20][C:19]([C:21]3[CH:26]=[CH:25][C:24]([C:27]([F:30])([F:29])[F:28])=[CH:23][CH:22]=3)=[N:18][C:17]=2[CH3:31])\[CH2:12][CH2:13][CH2:14][CH3:15])[CH:7]=[CH:6][C:3]=1[C:4]#[N:5]. Product: [F:1][C:2]1[CH:9]=[C:8]([CH2:10][CH:11]([C:16]2[S:20][C:19]([C:21]3[CH:22]=[CH:23][C:24]([C:27]([F:29])([F:28])[F:30])=[CH:25][CH:26]=3)=[N:18][C:17]=2[CH3:31])[CH2:12][CH2:13][CH2:14][CH3:15])[CH:7]=[CH:6][C:3]=1[C:4]#[N:5]. The catalyst class is: 381. (3) Reactant: [CH2:1]([O:8][C:9]1[C:18](=[O:19])[N:17]2[C:12]([CH:13]([CH3:20])[O:14][CH2:15][CH2:16]2)=[N:11][C:10]=1[C:21]([OH:23])=O)[C:2]1[CH:7]=[CH:6][CH:5]=[CH:4][CH:3]=1.FC(F)(F)C(O)=O.[NH2:31][CH2:32][C:33]1[CH:42]=[CH:41][C:40]([F:43])=[CH:39][C:34]=1[C:35]([NH:37][CH3:38])=[O:36].C(N(CC)CC)C.F[P-](F)(F)(F)(F)F.N1(O[P+](N2CCCC2)(N2CCCC2)N2CCCC2)C2C=CC=CC=2N=N1. Product: [F:43][C:40]1[CH:41]=[CH:42][C:33]([CH2:32][NH:31][C:21]([C:10]2[N:11]=[C:12]3[N:17]([C:18](=[O:19])[C:9]=2[O:8][CH2:1][C:2]2[CH:3]=[CH:4][CH:5]=[CH:6][CH:7]=2)[CH2:16][CH2:15][O:14][CH:13]3[CH3:20])=[O:23])=[C:34]([C:35](=[O:36])[NH:37][CH3:38])[CH:39]=1. The catalyst class is: 96. (4) Reactant: [NH2:1][C:2]1[CH:7]=[CH:6][C:5]([Br:8])=[CH:4][C:3]=1[C:9](=O)[C:10]([F:13])([F:12])[F:11].[F:15][C:16]([F:27])([F:26])[C:17](=O)[CH2:18][C:19]1[CH:24]=[CH:23][CH:22]=[CH:21][CH:20]=1.C(N(CCCC)CCCC)CCC. Product: [Br:8][C:5]1[CH:4]=[C:3]2[C:2](=[CH:7][CH:6]=1)[N:1]=[C:17]([C:16]([F:26])([F:27])[F:15])[C:18]([C:19]1[CH:24]=[CH:23][CH:22]=[CH:21][CH:20]=1)=[C:9]2[C:10]([F:13])([F:12])[F:11]. The catalyst class is: 3. (5) Product: [Br:1][C:2]1[CH:7]=[CH:6][C:5]([C:8]([OH:13])([CH2:17][CH3:18])[C:9]([F:12])([F:10])[F:11])=[C:4]([Cl:14])[C:3]=1[Cl:15]. Reactant: [Br:1][C:2]1[CH:7]=[CH:6][C:5]([C:8](=[O:13])[C:9]([F:12])([F:11])[F:10])=[C:4]([Cl:14])[C:3]=1[Cl:15].Br[C:17]1C=CC(C(O)(C(F)(F)F)C(F)(F)F)=C(Cl)[C:18]=1Cl.C([Mg]Cl)C. The catalyst class is: 598. (6) Reactant: [CH2:1]([N:8]1[CH2:13][CH2:12][NH:11][CH2:10][CH2:9]1)[C:2]1[CH:7]=[CH:6][CH:5]=[CH:4][CH:3]=1.[O:14]1[CH2:19][CH2:18][CH:17]([C:20](O)=[O:21])[CH2:16][CH2:15]1.Cl.C(N=C=NCCCN(C)C)C. Product: [CH2:1]([N:8]1[CH2:13][CH2:12][N:11]([C:20]([CH:17]2[CH2:18][CH2:19][O:14][CH2:15][CH2:16]2)=[O:21])[CH2:10][CH2:9]1)[C:2]1[CH:3]=[CH:4][CH:5]=[CH:6][CH:7]=1. The catalyst class is: 143. (7) Reactant: [Br:1][C:2]1[CH:7]=[CH:6][C:5]([C:8]([F:11])([F:10])[F:9])=[CH:4][C:3]=1[C:12]1[CH:13]=[N:14][CH:15]=[CH:16][CH:17]=1.F[C:19](F)(F)S(OC)(=O)=O.C(O[BH-](OC(=O)C)OC(=O)C)(=O)C.[Na+].[BH4-].[Li+]. Product: [Br:1][C:2]1[CH:7]=[CH:6][C:5]([C:8]([F:9])([F:10])[F:11])=[CH:4][C:3]=1[C:12]1[CH2:13][N:14]([CH3:19])[CH2:15][CH2:16][CH:17]=1. The catalyst class is: 2. (8) Reactant: [Br:1][C:2]1[CH:10]=[C:9]2[C:5]([C:6]([CH2:16][CH2:17][C:18]([O:20]CC)=[O:19])=[C:7]([C:11]([O:13]CC)=[O:12])[NH:8]2)=[CH:4][CH:3]=1.O.O.O.[OH-].[Li+]. Product: [C:18]([CH2:17][CH2:16][C:6]1[C:5]2[C:9](=[CH:10][C:2]([Br:1])=[CH:3][CH:4]=2)[NH:8][C:7]=1[C:11]([OH:13])=[O:12])([OH:20])=[O:19]. The catalyst class is: 30. (9) Reactant: [O:1]1[CH2:6][CH2:5][CH2:4][CH2:3][CH:2]1[O:7][C:8]1[CH:13]=[CH:12][C:11]([C@@H:14]2[CH2:19][CH2:18][O:17][CH2:16][C@H:15]2[NH2:20])=[CH:10][CH:9]=1.C1CCN2C(=NCCC2)CC1.[CH:32]([S:35](Cl)(=[O:37])=[O:36])([CH3:34])[CH3:33]. Product: [O:1]1[CH2:6][CH2:5][CH2:4][CH2:3][CH:2]1[O:7][C:8]1[CH:9]=[CH:10][C:11]([C@@H:14]2[CH2:19][CH2:18][O:17][CH2:16][C@H:15]2[NH:20][S:35]([CH:32]([CH3:34])[CH3:33])(=[O:37])=[O:36])=[CH:12][CH:13]=1. The catalyst class is: 26. (10) Reactant: [C:1]([C:3]1[CH:24]=[CH:23][C:6]([CH2:7][CH:8]([CH2:21][OH:22])[CH2:9][CH2:10][C:11]2[CH:20]=[CH:19][C:14]([C:15]([O:17][CH3:18])=[O:16])=[CH:13][CH:12]=2)=[CH:5][CH:4]=1)#[N:2].[Cr](Cl)([O-])(=O)=O.[NH+]1C=CC=CC=1. Product: [C:1]([C:3]1[CH:4]=[CH:5][C:6]([CH2:7][CH:8]([CH:21]=[O:22])[CH2:9][CH2:10][C:11]2[CH:12]=[CH:13][C:14]([C:15]([O:17][CH3:18])=[O:16])=[CH:19][CH:20]=2)=[CH:23][CH:24]=1)#[N:2]. The catalyst class is: 4.